This data is from Forward reaction prediction with 1.9M reactions from USPTO patents (1976-2016). The task is: Predict the product of the given reaction. (1) The product is: [F:25][C:15]1[C:16]([O:23][CH3:24])=[CH:17][C:18]([O:21][CH3:22])=[C:19]([F:20])[C:14]=1[N:12]1[CH2:13][C:8]2[CH:7]=[N:6][C:5]3[N:28]([S:29]([C:32]4[CH:37]=[CH:36][CH:35]=[CH:34][CH:33]=4)(=[O:31])=[O:30])[C:2](/[CH:39]=[CH:38]/[C:40]4[CH:45]=[CH:44][CH:43]=[CH:42][N:41]=4)=[CH:3][C:4]=3[C:9]=2[N:10]([CH3:27])[C:11]1=[O:26]. Given the reactants Br[C:2]1[N:28]([S:29]([C:32]2[CH:37]=[CH:36][CH:35]=[CH:34][CH:33]=2)(=[O:31])=[O:30])[C:5]2[N:6]=[CH:7][C:8]3[CH2:13][N:12]([C:14]4[C:19]([F:20])=[C:18]([O:21][CH3:22])[CH:17]=[C:16]([O:23][CH3:24])[C:15]=4[F:25])[C:11](=[O:26])[N:10]([CH3:27])[C:9]=3[C:4]=2[CH:3]=1.[CH:38]([C:40]1[CH:45]=[CH:44][CH:43]=[CH:42][N:41]=1)=[CH2:39].ClCCl.O.O.O.O.O.O.O.O.[OH-].[Ba+2].[OH-].CN(C)C=O, predict the reaction product. (2) Given the reactants [CH3:1][O:2][C:3]1[CH:10]=[CH:9][C:6](C=O)=[C:5]([B:11]2[O:15][C:14](C)(C)C(C)(C)[O:12]2)[CH:4]=1.[BH4-].[Na+], predict the reaction product. The product is: [CH3:1][O:2][C:3]1[CH:10]=[CH:9][C:6]2[CH2:14][O:15][B:11]([OH:12])[C:5]=2[CH:4]=1. (3) Given the reactants [F:1][C:2]1[CH:3]=[C:4]([CH:16]=[CH:17][C:18]=1[F:19])[CH2:5][C:6]1[O:10][N:9]=[C:8]([C:11]([O:13]CC)=O)[N:7]=1.Cl.[Cl:21][C:22]1[CH:23]=[C:24]2[C:28](=[CH:29][CH:30]=1)[NH:27][CH:26]=[C:25]2[CH2:31][CH2:32][NH2:33].CN(C(ON1N=NC2C=CC=NC1=2)=[N+](C)C)C.F[P-](F)(F)(F)(F)F.C(N(CC)C(C)C)(C)C, predict the reaction product. The product is: [Cl:21][C:22]1[CH:23]=[C:24]2[C:28](=[CH:29][CH:30]=1)[NH:27][CH:26]=[C:25]2[CH2:31][CH2:32][NH:33][C:11]([C:8]1[N:7]=[C:6]([CH2:5][C:4]2[CH:16]=[CH:17][C:18]([F:19])=[C:2]([F:1])[CH:3]=2)[O:10][N:9]=1)=[O:13]. (4) Given the reactants [CH:1](=[O:8])[C:2]1[CH:7]=[CH:6][CH:5]=[CH:4][CH:3]=1.[C:9]([Mg]Br)#[CH:10].[Cl-].[NH4+], predict the reaction product. The product is: [C:2]1([CH:1]([OH:8])[C:9]#[CH:10])[CH:7]=[CH:6][CH:5]=[CH:4][CH:3]=1. (5) Given the reactants [Cl:1][C:2]1[N:7]=[C:6]([CH2:8]O)[C:5]([I:10])=[CH:4][CH:3]=1.S(Cl)([Cl:13])=O, predict the reaction product. The product is: [Cl:1][C:2]1[N:7]=[C:6]([CH2:8][Cl:13])[C:5]([I:10])=[CH:4][CH:3]=1. (6) Given the reactants [OH:1][C:2]1[CH:35]=[CH:34][C:5]([CH2:6][CH2:7][C:8]2[CH:13]=[CH:12][CH:11]=[CH:10][C:9]=2[C:14]2[N:19]=[C:18]([N:20]3[C:24]([C:25]([F:28])([F:27])[F:26])=[C:23]([C:29]([O:31][CH2:32][CH3:33])=[O:30])[CH:22]=[N:21]3)[CH:17]=[CH:16][CH:15]=2)=[CH:4][CH:3]=1.C([O-])([O-])=O.[Cs+].[Cs+].Br[CH2:43][CH2:44][CH2:45][O:46][CH:47]1[CH2:52][CH2:51][CH2:50][CH2:49][O:48]1, predict the reaction product. The product is: [O:48]1[CH2:49][CH2:50][CH2:51][CH2:52][CH:47]1[O:46][CH2:45][CH2:44][CH2:43][O:1][C:2]1[CH:3]=[CH:4][C:5]([CH2:6][CH2:7][C:8]2[CH:13]=[CH:12][CH:11]=[CH:10][C:9]=2[C:14]2[N:19]=[C:18]([N:20]3[C:24]([C:25]([F:28])([F:27])[F:26])=[C:23]([C:29]([O:31][CH2:32][CH3:33])=[O:30])[CH:22]=[N:21]3)[CH:17]=[CH:16][CH:15]=2)=[CH:34][CH:35]=1. (7) Given the reactants Br[C:2]1[CH:3]=[C:4]([C:9]([OH:11])=O)[CH:5]=[N:6][C:7]=1Cl.[OH:12][CH2:13][CH:14]1[CH2:16][CH2:15]1.[F:17][C:18]1[CH:23]=[CH:22][C:21](B(O)O)=[CH:20][CH:19]=1.Cl.[NH2:28][CH2:29][C:30]1([OH:35])[CH2:34][CH2:33][CH2:32][CH2:31]1, predict the reaction product. The product is: [CH:14]1([CH2:13][O:12][C:7]2[C:2]([C:21]3[CH:22]=[CH:23][C:18]([F:17])=[CH:19][CH:20]=3)=[CH:3][C:4]([C:9]([NH:28][CH2:29][C:30]3([OH:35])[CH2:34][CH2:33][CH2:32][CH2:31]3)=[O:11])=[CH:5][N:6]=2)[CH2:16][CH2:15]1. (8) Given the reactants [CH3:1][O:2][C:3](=[O:40])[NH:4][CH:5]([C:13]([N:15]1[CH2:19][CH2:18][CH2:17][CH:16]1[C:20]1[NH:21][C:22]([C:25]2[CH:30]=[CH:29][C:28](B3OC(C)(C)C(C)(C)O3)=[CH:27][CH:26]=2)=[CH:23][N:24]=1)=[O:14])[C:6]([S:9]([CH3:12])(=[O:11])=[O:10])([CH3:8])[CH3:7].[CH3:41][O:42][C:43](=[O:68])[NH:44][CH:45]([C:49]([N:51]1[CH2:55][CH2:54][CH2:53][CH:52]1[C:56]1[NH:57][C:58]([C:61]2[CH:66]=[CH:65][C:64](Br)=[CH:63][CH:62]=2)=[CH:59][N:60]=1)=[O:50])[CH:46]([CH3:48])[CH3:47].C([O-])(O)=O.[Na+], predict the reaction product. The product is: [CH3:1][O:2][C:3](=[O:40])[NH:4][CH:5]([C:13]([N:15]1[CH2:19][CH2:18][CH2:17][CH:16]1[C:20]1[NH:21][C:22]([C:25]2[CH:30]=[CH:29][C:28]([C:64]3[CH:65]=[CH:66][C:61]([C:58]4[NH:57][C:56]([CH:52]5[CH2:53][CH2:54][CH2:55][N:51]5[C:49](=[O:50])[CH:45]([NH:44][C:43]([O:42][CH3:41])=[O:68])[CH:46]([CH3:48])[CH3:47])=[N:60][CH:59]=4)=[CH:62][CH:63]=3)=[CH:27][CH:26]=2)=[CH:23][N:24]=1)=[O:14])[C:6]([S:9]([CH3:12])(=[O:10])=[O:11])([CH3:7])[CH3:8]. (9) Given the reactants [Cl:1][C:2]1[CH:7]=[CH:6][CH:5]=[C:4]([Cl:8])[C:3]=1[CH2:9][O:10][C:11]1[CH:16]=[CH:15][C:14]2[C:17]3([CH2:33][O:34][C:13]=2[CH:12]=1)[CH2:22][CH2:21][N:20]([CH:23]1[CH2:27][CH2:26][CH2:25][CH:24]1[C:28]([O:30]CC)=[O:29])[CH2:19][CH2:18]3.ClC1C=CC=C(Cl)C=1COC1C=CC2C3(COC=2C=1)CCNCC3.O=C1CCCC1C(OCC)=O, predict the reaction product. The product is: [Cl:8][C:4]1[CH:5]=[CH:6][CH:7]=[C:2]([Cl:1])[C:3]=1[CH2:9][O:10][C:11]1[CH:16]=[CH:15][C:14]2[C:17]3([CH2:33][O:34][C:13]=2[CH:12]=1)[CH2:22][CH2:21][N:20]([CH:23]1[CH2:27][CH2:26][CH2:25][CH:24]1[C:28]([OH:30])=[O:29])[CH2:19][CH2:18]3.